From a dataset of Reaction yield outcomes from USPTO patents with 853,638 reactions. Predict the reaction yield, written as a fraction of the theoretical maximum amount of product (1.0 means a 100% yield; for example, 0.34 means a 34% yield). (1) The reactants are [NH2:1][C:2]1[CH:7]=[CH:6][CH:5]=[C:4]([NH2:8])[C:3]=1[NH:9][CH2:10][CH:11]([OH:17])[CH2:12][C:13]([O:15][CH3:16])=[O:14].[Cl:18][C:19]1[CH:24]=[C:23]([Cl:25])[CH:22]=[CH:21][C:20]=1[N:26]=[C:27]=[S:28]. The catalyst is O1CCCC1. The product is [NH2:1][C:2]1[CH:7]=[CH:6][CH:5]=[C:4]([NH:8][C:27]([NH:26][C:20]2[CH:21]=[CH:22][C:23]([Cl:25])=[CH:24][C:19]=2[Cl:18])=[S:28])[C:3]=1[NH:9][CH2:10][CH:11]([OH:17])[CH2:12][C:13]([O:15][CH3:16])=[O:14]. The yield is 0.340. (2) The reactants are [Br:1][C:2]1[C:3]([CH3:13])=[N:4][C:5]([C:8]2[N:12]=[CH:11][NH:10][N:9]=2)=[CH:6][CH:7]=1.C(=O)([O-])[O-].[Na+].[Na+].[C:20](O[C:20]([O:22][C:23]([CH3:26])([CH3:25])[CH3:24])=[O:21])([O:22][C:23]([CH3:26])([CH3:25])[CH3:24])=[O:21]. The catalyst is O1CCOCC1.O. The product is [Br:1][C:2]1[CH:7]=[CH:6][C:5]([C:8]2[N:12]=[CH:11][N:10]([C:20]([O:22][C:23]([CH3:26])([CH3:25])[CH3:24])=[O:21])[N:9]=2)=[N:4][C:3]=1[CH3:13]. The yield is 0.600. (3) The reactants are ClC1C=C(C=CC=1)C(OO)=[O:6].F[C:13]1[CH:14]=[CH:15][C:16]([O:22][CH2:23][C@H:24]2[CH2:26][O:25]2)=[C:17](C(=O)C)[CH:18]=1.[OH-].[Na+].[C:29]1([CH3:39])[CH:34]=[CH:33][C:32]([S:35](Cl)(=[O:37])=[O:36])=[CH:31][CH:30]=1.Cl. The catalyst is ClCCl.N1C=CC=CC=1. The product is [O:6]1[C:17]2[CH:18]=[CH:13][CH:14]=[CH:15][C:16]=2[O:22][CH2:23][C@@H:24]1[CH2:26][O:25][S:35]([C:32]1[CH:33]=[CH:34][C:29]([CH3:39])=[CH:30][CH:31]=1)(=[O:37])=[O:36]. The yield is 0.630. (4) The reactants are [N+]([C:4]1[CH:11]=[CH:10][CH:9]=[C:8]([N+:12]([O-:14])=[O:13])[C:5]=1[C:6]#[N:7])([O-])=O.[Na].[CH2:16]([OH:19])[CH2:17][CH3:18]. The catalyst is CN(C=O)C. The product is [N+:12]([C:8]1[CH:9]=[CH:10][CH:11]=[C:4]([O:19][CH2:16][CH2:17][CH3:18])[C:5]=1[C:6]#[N:7])([O-:14])=[O:13]. The yield is 0.770. (5) The reactants are C1(P(C2C=CC=CC=2)C2C=CC=CC=2)C=CC=CC=1.BrN1C(=O)CCC1=O.[CH:28]1([CH2:33][CH:34]([C:38]2[CH:43]=[CH:42][C:41]([S:44]([C:47]([F:50])([F:49])[F:48])(=[O:46])=[O:45])=[CH:40][CH:39]=2)[C:35]([OH:37])=O)[CH2:32][CH2:31][CH2:30][CH2:29]1.[NH2:51][C:52]1[S:53][CH:54]=[C:55]([CH2:57][C:58]([O:60][CH2:61][CH3:62])=[O:59])[N:56]=1. The catalyst is C(Cl)Cl. The product is [CH2:61]([O:60][C:58](=[O:59])[CH2:57][C:55]1[N:56]=[C:52]([NH:51][C:35](=[O:37])[CH:34]([C:38]2[CH:39]=[CH:40][C:41]([S:44]([C:47]([F:49])([F:48])[F:50])(=[O:45])=[O:46])=[CH:42][CH:43]=2)[CH2:33][CH:28]2[CH2:29][CH2:30][CH2:31][CH2:32]2)[S:53][CH:54]=1)[CH3:62]. The yield is 0.720. (6) The yield is 0.580. The product is [CH2:1]([C:3]([C:22]1[CH:27]=[CH:26][C:25]([O:28][CH2:46][C@@H:47]2[O:51][C:50](=[O:52])[CH2:49][CH2:48]2)=[C:24]([CH3:29])[CH:23]=1)([C:6]1[CH:11]=[CH:10][C:9]([CH2:12][CH2:13][CH:14]([C:15]2([CH2:18][CH3:19])[CH2:17][CH2:16]2)[OH:20])=[C:8]([CH3:21])[CH:7]=1)[CH2:4][CH3:5])[CH3:2]. The catalyst is CC(N(C)C)=O.C(OCC)(=O)C. The reactants are [CH2:1]([C:3]([C:22]1[CH:27]=[CH:26][C:25]([OH:28])=[C:24]([CH3:29])[CH:23]=1)([C:6]1[CH:11]=[CH:10][C:9]([CH2:12][CH2:13][CH:14]([OH:20])[C:15]2([CH2:18][CH3:19])[CH2:17][CH2:16]2)=[C:8]([CH3:21])[CH:7]=1)[CH2:4][CH3:5])[CH3:2].C([O-])([O-])=O.[K+].[K+].C1(C)C=CC(S(O[CH2:46][C@@H:47]2[O:51][C:50](=[O:52])[CH2:49][CH2:48]2)(=O)=O)=CC=1. (7) The reactants are [CH2:1]([O:8][C:9]([NH:11][C@H:12]1[CH2:16][CH2:15][N:14]([C@H:17]2[CH2:22][CH2:21][C@@H:20]([NH:23][C:24]([O:26][C:27]([CH3:30])([CH3:29])[CH3:28])=[O:25])[CH2:19][C@H:18]2C(N)=O)[C:13]1=[O:34])=[O:10])[C:2]1[CH:7]=[CH:6][CH:5]=[CH:4][CH:3]=1.[C:35]([OH:38])(=O)[CH3:36].C(O)(=O)C.IC1C=CC=CC=1.C([N:53](CC)C(C)C)(C)C.C(OC(=O)C)(=O)C. The catalyst is C(#N)C. The product is [C:35]([NH:53][C@H:18]1[C@@H:17]([N:14]2[CH2:15][CH2:16][C@H:12]([NH:11][C:9]([O:8][CH2:1][C:2]3[CH:7]=[CH:6][CH:5]=[CH:4][CH:3]=3)=[O:10])[C:13]2=[O:34])[CH2:22][CH2:21][C@@H:20]([NH:23][C:24](=[O:25])[O:26][C:27]([CH3:29])([CH3:30])[CH3:28])[CH2:19]1)(=[O:38])[CH3:36]. The yield is 0.840.